From a dataset of Catalyst prediction with 721,799 reactions and 888 catalyst types from USPTO. Predict which catalyst facilitates the given reaction. (1) The catalyst class is: 10. Reactant: F[C:2]1[CH:7]=[CH:6][C:5]([N+:8]([O-:10])=[O:9])=[CH:4][CH:3]=1.[CH3:11][C@@H:12]1[CH2:17][NH:16][CH2:15][C@H:14]([CH3:18])[NH:13]1. Product: [CH3:11][C@H:12]1[NH:13][C@@H:14]([CH3:18])[CH2:15][N:16]([C:2]2[CH:7]=[CH:6][C:5]([N+:8]([O-:10])=[O:9])=[CH:4][CH:3]=2)[CH2:17]1. (2) Reactant: Cl.[C:2]1([CH3:10])[CH:7]=[CH:6][C:5]([NH:8][NH2:9])=[CH:4][CH:3]=1.[C:11]([CH2:17][C:18]#[N:19])(=O)[C:12]([CH3:15])([CH3:14])[CH3:13]. Product: [C:12]([C:11]1[CH:17]=[C:18]([NH2:19])[N:8]([C:5]2[CH:6]=[CH:7][C:2]([CH3:10])=[CH:3][CH:4]=2)[N:9]=1)([CH3:15])([CH3:14])[CH3:13]. The catalyst class is: 5. (3) Reactant: [C:1]([O:5][C:6]([N:8]1[CH2:12][C@H:11]([S:13][CH2:14][C:15]2[CH:20]=[CH:19][C:18]([O:21][CH3:22])=[CH:17][CH:16]=2)[CH2:10][C@H:9]1[CH:23]=[N:24][CH2:25][C:26]1[CH:31]=[C:30]([F:32])[CH:29]=[CH:28][C:27]=1[F:33])=[O:7])([CH3:4])([CH3:3])[CH3:2].[BH4-].[Na+].O. Product: [C:1]([O:5][C:6]([N:8]1[CH2:12][C@H:11]([S:13][CH2:14][C:15]2[CH:20]=[CH:19][C:18]([O:21][CH3:22])=[CH:17][CH:16]=2)[CH2:10][C@H:9]1[CH2:23][NH:24][CH2:25][C:26]1[CH:31]=[C:30]([F:32])[CH:29]=[CH:28][C:27]=1[F:33])=[O:7])([CH3:4])([CH3:2])[CH3:3]. The catalyst class is: 5.